This data is from Retrosynthesis with 50K atom-mapped reactions and 10 reaction types from USPTO. The task is: Predict the reactants needed to synthesize the given product. (1) Given the product C=CCC(Cc1ccccc1C)OCc1ccccc1, predict the reactants needed to synthesize it. The reactants are: BrCc1ccccc1.C=CCC(O)Cc1ccccc1C. (2) The reactants are: CO[C@H]1CN(C(=O)[C@@H]2CN(C(=O)OC(C)(C)C)C[C@H]2c2ccc(F)cc2F)CC[C@]1(OC)c1ccccc1. Given the product CO[C@H]1CN(C(=O)[C@@H]2CNC[C@H]2c2ccc(F)cc2F)CC[C@]1(OC)c1ccccc1, predict the reactants needed to synthesize it. (3) Given the product c1ccc(CCCCCCN2CCc3ccoc3C2)cc1, predict the reactants needed to synthesize it. The reactants are: OCCCCCCc1ccccc1.c1cc2c(o1)CNCC2. (4) Given the product C[C@@H](O)Cn1ncc2ccc(O)c(N)c21, predict the reactants needed to synthesize it. The reactants are: C[C@@H](O)Cn1ncc2ccc(O)c([N+](=O)[O-])c21. (5) Given the product COc1cc(Br)ccc1OCC(O)C1CC1, predict the reactants needed to synthesize it. The reactants are: COc1cc(Br)ccc1OCC(=O)C1CC1. (6) Given the product O=C1c2ccc(Nc3ccc(F)cc3F)cc2CCc2ccc(O)cc21, predict the reactants needed to synthesize it. The reactants are: COc1ccc2c(c1)C(=O)c1ccc(Nc3ccc(F)cc3F)cc1CC2. (7) Given the product CC(C)n1ncc2cc(O[C@H](c3ccccc3)[C@H](C)N)ccc21, predict the reactants needed to synthesize it. The reactants are: CC(C)n1ncc2cc(I)ccc21.C[C@H](N)[C@H](O)c1ccccc1.